From a dataset of Full USPTO retrosynthesis dataset with 1.9M reactions from patents (1976-2016). Predict the reactants needed to synthesize the given product. (1) Given the product [CH3:13][O:14][C:15]([CH:17]1[CH:21]([C@@H:22]([CH3:25])[CH2:23][I:49])[CH2:20][N:19]([C:26]([O:28][CH2:29][C:30]2[CH:35]=[CH:34][CH:33]=[CH:32][CH:31]=2)=[O:27])[CH2:18]1)=[O:16], predict the reactants needed to synthesize it. The reactants are: C(N(CC)CC)C.S(Cl)(C)(=O)=O.[CH3:13][O:14][C:15]([CH:17]1[CH:21]([C@@H:22]([CH3:25])[CH2:23]O)[CH2:20][N:19]([C:26]([O:28][CH2:29][C:30]2[CH:35]=[CH:34][CH:33]=[CH:32][CH:31]=2)=[O:27])[CH2:18]1)=[O:16].C(O)(=O)CC(CC(O)=O)(C(O)=O)O.[I-:49].[Na+]. (2) Given the product [C:13]([O:17][C:18](=[O:19])[N:20]([CH2:24][C:25]1[CH:26]=[CH:27][C:28]2[C:33](=[C:32]([CH2:35][C:36](=[O:37])[NH2:4])[C:31]([Cl:39])=[CH:30][CH:29]=2)[CH:34]=1)[CH2:21][CH2:22][F:23])([CH3:16])([CH3:15])[CH3:14], predict the reactants needed to synthesize it. The reactants are: C(C1NC=CN=1)(C1[NH:4]C=CN=1)=O.[C:13]([O:17][C:18]([N:20]([CH2:24][C:25]1[CH:34]=[C:33]2[C:28]([CH:29]=[CH:30][C:31]([Cl:39])=[C:32]2[CH2:35][C:36](O)=[O:37])=[CH:27][CH:26]=1)[CH2:21][CH2:22][F:23])=[O:19])([CH3:16])([CH3:15])[CH3:14].N.